This data is from TCR-epitope binding with 47,182 pairs between 192 epitopes and 23,139 TCRs. The task is: Binary Classification. Given a T-cell receptor sequence (or CDR3 region) and an epitope sequence, predict whether binding occurs between them. (1) The epitope is EILDITPCSF. The TCR CDR3 sequence is CASSQEGSPLGVNTEAFF. Result: 1 (the TCR binds to the epitope). (2) The epitope is FPPTSFGPL. The TCR CDR3 sequence is CASSQGQLFNSPLHF. Result: 1 (the TCR binds to the epitope). (3) The epitope is HPKVSSEVHI. The TCR CDR3 sequence is CSATSRQGGREQYF. Result: 1 (the TCR binds to the epitope). (4) The epitope is VLAWLYAAV. The TCR CDR3 sequence is CASSKALAPTGTSNEQFF. Result: 0 (the TCR does not bind to the epitope).